From a dataset of Forward reaction prediction with 1.9M reactions from USPTO patents (1976-2016). Predict the product of the given reaction. (1) Given the reactants O=[C:2]1[CH:8]([NH:9][S:10]([C:13]2[CH:18]=[CH:17][C:16]([CH3:19])=[CH:15][CH:14]=2)(=[O:12])=[O:11])[CH2:7][CH2:6][CH2:5][CH2:4][NH:3]1.[H-].[Al+3].[Li+].[H-].[H-].[H-], predict the reaction product. The product is: [NH:3]1[CH2:4][CH2:5][CH2:6][CH2:7][CH:8]([NH:9][S:10]([C:13]2[CH:14]=[CH:15][C:16]([CH3:19])=[CH:17][CH:18]=2)(=[O:11])=[O:12])[CH2:2]1. (2) Given the reactants [N:1]1([C:5]2[C:6](=[O:35])[N:7]([CH2:27][CH2:28][C:29]3[CH:34]=[CH:33][CH:32]=[CH:31][CH:30]=3)[C:8]([C:12]3[CH:17]=[CH:16][CH:15]=[C:14]([F:18])[C:13]=3[O:19]CC3C=CC=CC=3)=[N:9][C:10]=2[CH3:11])[CH2:4][CH2:3][CH2:2]1, predict the reaction product. The product is: [F:18][C:14]1[C:13]([OH:19])=[C:12]([C:8]2[N:7]([CH2:27][CH2:28][C:29]3[CH:34]=[CH:33][CH:32]=[CH:31][CH:30]=3)[C:6](=[O:35])[C:5]([NH:1][CH2:2][CH2:3][CH3:4])=[C:10]([CH3:11])[N:9]=2)[CH:17]=[CH:16][CH:15]=1.